Dataset: Full USPTO retrosynthesis dataset with 1.9M reactions from patents (1976-2016). Task: Predict the reactants needed to synthesize the given product. (1) Given the product [Cl:31][C:32]1[CH:37]=[CH:36][CH:35]=[CH:34][C:33]=1[S:38]([N:19]1[CH2:18][CH:17]([C:15]([N:12]2[CH2:13][CH2:14][N:9]([C:3]3[CH:4]=[C:5]([CH3:8])[CH:6]=[CH:7][C:2]=3[CH3:1])[CH2:10][CH2:11]2)=[O:16])[N:21]([C:22]2[CH:23]=[CH:24][CH:25]=[CH:26][CH:27]=2)[C:20]1=[O:28])(=[O:40])=[O:39], predict the reactants needed to synthesize it. The reactants are: [CH3:1][C:2]1[CH:7]=[CH:6][C:5]([CH3:8])=[CH:4][C:3]=1[N:9]1[CH2:14][CH2:13][N:12]([C:15]([CH:17]2[N:21]([C:22]3[CH:27]=[CH:26][CH:25]=[CH:24][CH:23]=3)[C:20](=[O:28])[NH:19][CH2:18]2)=[O:16])[CH2:11][CH2:10]1.[H-].[Na+].[Cl:31][C:32]1[CH:37]=[CH:36][CH:35]=[CH:34][C:33]=1[S:38](Cl)(=[O:40])=[O:39]. (2) Given the product [CH3:21][O:20][CH2:19][CH2:18][O:17][CH2:16][CH2:15][O:14][CH2:13][CH2:12][O:37][C:34]1[CH:35]=[CH:36][C:31]([N+:28]([O-:30])=[O:29])=[CH:32][CH:33]=1, predict the reactants needed to synthesize it. The reactants are: CC1C=CC(S(O[CH2:12][CH2:13][O:14][CH2:15][CH2:16][O:17][CH2:18][CH2:19][O:20][CH3:21])(=O)=O)=CC=1.C([O-])([O-])=O.[K+].[K+].[N+:28]([C:31]1[CH:36]=[CH:35][C:34]([OH:37])=[CH:33][CH:32]=1)([O-:30])=[O:29]. (3) The reactants are: C([O:3][C:4]([C:6]1[CH:7]=[C:8]2[C:13](=[CH:14][CH:15]=1)[NH:12][CH:11]([C:16]1[CH:21]=[C:20]([F:22])[CH:19]=[C:18]([F:23])[CH:17]=1)[C:10]([CH3:25])([CH3:24])[CH2:9]2)=[O:5])C.O.[OH-].[Li+].O.Cl. Given the product [F:23][C:18]1[CH:17]=[C:16]([CH:11]2[C:10]([CH3:24])([CH3:25])[CH2:9][C:8]3[C:13](=[CH:14][CH:15]=[C:6]([C:4]([OH:5])=[O:3])[CH:7]=3)[NH:12]2)[CH:21]=[C:20]([F:22])[CH:19]=1, predict the reactants needed to synthesize it. (4) Given the product [CH:1]1([N:4]([CH:18]2[CH2:23][CH2:22][N:21]([CH2:30][C:26]3[CH:25]=[N:24][CH:29]=[CH:28][CH:27]=3)[CH2:20][CH2:19]2)[S:5]([C:8]2[CH:13]=[CH:12][CH:11]=[C:10]([C:14]([F:17])([F:15])[F:16])[CH:9]=2)(=[O:6])=[O:7])[CH2:3][CH2:2]1, predict the reactants needed to synthesize it. The reactants are: [CH:1]1([N:4]([CH:18]2[CH2:23][CH2:22][NH:21][CH2:20][CH2:19]2)[S:5]([C:8]2[CH:13]=[CH:12][CH:11]=[C:10]([C:14]([F:17])([F:16])[F:15])[CH:9]=2)(=[O:7])=[O:6])[CH2:3][CH2:2]1.[N:24]1[CH:29]=[CH:28][CH:27]=[C:26]([CH:30]=O)[CH:25]=1.C(O[BH-](OC(=O)C)OC(=O)C)(=O)C.[Na+]. (5) Given the product [C:27]([O:26][C@H:18]([C:19]1[CH:24]=[CH:23][C:22]([F:25])=[CH:21][CH:20]=1)[CH2:17][CH2:16][C@H:13]1[C:14](=[O:15])[N:11]([C:8]2[CH:9]=[CH:10][C:5]([O:4][C:1](=[O:3])[CH3:2])=[CH:6][CH:7]=2)[C@@H:12]1[C:30]1[CH:35]=[CH:34][C:33]([C:36]2[CH:41]=[CH:40][C:39]([C:51]#[C:59][CH2:58][CH:60]([C:71]([O:73][CH2:74][C:75]3[CH:76]=[CH:77][CH:78]=[CH:79][CH:80]=3)=[O:72])[C:61]([O:63][CH2:64][C:65]3[CH:70]=[CH:69][CH:68]=[CH:67][CH:66]=3)=[O:62])=[CH:38][CH:37]=2)=[CH:32][C:31]=1[O:43][CH2:44][C:45]1[CH:50]=[CH:49][CH:48]=[CH:47][CH:46]=1)(=[O:29])[CH3:28], predict the reactants needed to synthesize it. The reactants are: [C:1]([O:4][C:5]1[CH:10]=[CH:9][C:8]([N:11]2[C:14](=[O:15])[C@H:13]([CH2:16][CH2:17][C@H:18]([O:26][C:27](=[O:29])[CH3:28])[C:19]3[CH:24]=[CH:23][C:22]([F:25])=[CH:21][CH:20]=3)[C@H:12]2[C:30]2[CH:35]=[CH:34][C:33]([C:36]3[CH:41]=[CH:40][C:39](Br)=[CH:38][CH:37]=3)=[CH:32][C:31]=2[O:43][CH2:44][C:45]2[CH:50]=[CH:49][CH:48]=[CH:47][CH:46]=2)=[CH:7][CH:6]=1)(=[O:3])[CH3:2].[CH2:51](N(CC)CC)C.[C:58]([CH:60]([C:71]([O:73][CH2:74][C:75]1[CH:80]=[CH:79][CH:78]=[CH:77][CH:76]=1)=[O:72])[C:61]([O:63][CH2:64][C:65]1[CH:70]=[CH:69][CH:68]=[CH:67][CH:66]=1)=[O:62])#[CH:59].Cl. (6) Given the product [CH3:18][NH:19][C:20](=[O:21])[O:17][C:13]1[CH:12]=[C:11]2[C:16](=[CH:15][CH:14]=1)[N:8]([CH2:1][C:2]1[CH:3]=[CH:4][CH:5]=[CH:6][CH:7]=1)[CH2:9][CH2:10]2, predict the reactants needed to synthesize it. The reactants are: [CH2:1]([N:8]1[C:16]2[C:11](=[CH:12][C:13]([OH:17])=[CH:14][CH:15]=2)[CH2:10][CH2:9]1)[C:2]1[CH:7]=[CH:6][CH:5]=[CH:4][CH:3]=1.[CH3:18][N:19]=[C:20]=[O:21]. (7) Given the product [Cl:22][C:19]1[CH:18]=[CH:17][C:16]([C:12]2([C:10](=[O:11])[CH2:9][S:1][C:2]3[N:3]([CH3:7])[CH:4]=[CH:5][N:6]=3)[CH2:15][CH2:14][CH2:13]2)=[CH:21][CH:20]=1, predict the reactants needed to synthesize it. The reactants are: [SH:1][C:2]1[N:3]([CH3:7])[CH:4]=[CH:5][N:6]=1.Br[CH2:9][C:10]([C:12]1([C:16]2[CH:21]=[CH:20][C:19]([Cl:22])=[CH:18][CH:17]=2)[CH2:15][CH2:14][CH2:13]1)=[O:11].CCN(CC)CC. (8) Given the product [CH2:1]([O:3][C:4](=[O:15])[CH:5]([C:6]1[CH:11]=[CH:10][C:9]([O:12][CH2:13][CH3:14])=[CH:8][CH:7]=1)[C:36](=[O:37])[C:35]1[CH:34]=[CH:33][C:32]([S:29]([CH3:28])(=[O:31])=[O:30])=[CH:40][CH:39]=1)[CH3:2], predict the reactants needed to synthesize it. The reactants are: [CH2:1]([O:3][C:4](=[O:15])[CH2:5][C:6]1[CH:11]=[CH:10][C:9]([O:12][CH2:13][CH3:14])=[CH:8][CH:7]=1)[CH3:2].C(N1C=CN=C1)(N1C=CN=C1)=O.[CH3:28][S:29]([C:32]1[CH:40]=[CH:39][C:35]([C:36](O)=[O:37])=[CH:34][CH:33]=1)(=[O:31])=[O:30].[H-].[Na+]. (9) Given the product [CH3:18][O:19][C:20]1[CH:21]=[CH:22][C:23]([S:26]([N:3]2[CH:4]([C:13]([O:15][CH2:16][CH3:17])=[O:14])[CH:5]([CH3:12])[C:6]3[C:7](=[N:8][CH:9]=[CH:10][N:11]=3)[CH:2]2[CH3:1])(=[O:28])=[O:27])=[CH:24][CH:25]=1, predict the reactants needed to synthesize it. The reactants are: [CH3:1][CH:2]1[C:7]2=[N:8][CH:9]=[CH:10][N:11]=[C:6]2[CH:5]([CH3:12])[CH:4]([C:13]([O:15][CH2:16][CH3:17])=[O:14])[NH:3]1.[CH3:18][O:19][C:20]1[CH:25]=[CH:24][C:23]([S:26](Cl)(=[O:28])=[O:27])=[CH:22][CH:21]=1.C(N(CC)CC)C.C(O)(=O)CC(CC(O)=O)(C(O)=O)O. (10) Given the product [Br:1][C:2]1[C:3]2[CH2:4][C@@H:5]3[CH2:14][N:13]([CH2:21][N:17]4[CH2:18][CH2:19][O:15][C:16]4=[O:20])[CH2:12][CH2:11][N:6]3[C:7]=2[CH:8]=[CH:9][CH:10]=1, predict the reactants needed to synthesize it. The reactants are: [Br:1][C:2]1[C:3]2[CH2:4][C@@H:5]3[CH2:14][NH:13][CH2:12][CH2:11][N:6]3[C:7]=2[CH:8]=[CH:9][CH:10]=1.[O:15]1[CH2:19][CH2:18][NH:17][C:16]1=[O:20].[CH2:21]=O.